From a dataset of Peptide-MHC class II binding affinity with 134,281 pairs from IEDB. Regression. Given a peptide amino acid sequence and an MHC pseudo amino acid sequence, predict their binding affinity value. This is MHC class II binding data. (1) The peptide sequence is YASVEAANASPLQVA. The MHC is HLA-DQA10401-DQB10402 with pseudo-sequence HLA-DQA10401-DQB10402. The binding affinity (normalized) is 0.505. (2) The peptide sequence is EKPGNRNPYENLLYK. The MHC is DRB1_1101 with pseudo-sequence DRB1_1101. The binding affinity (normalized) is 0.197. (3) The peptide sequence is QTPARQAVAVRPVRP. The MHC is H-2-IAd with pseudo-sequence H-2-IAd. The binding affinity (normalized) is 0.487. (4) The peptide sequence is GELDIVDKIDAAFKI. The MHC is DRB4_0101 with pseudo-sequence DRB4_0103. The binding affinity (normalized) is 0.632. (5) The peptide sequence is PEDIEQMANGIALGL. The MHC is DRB1_1302 with pseudo-sequence DRB1_1302. The binding affinity (normalized) is 0.725. (6) The peptide sequence is PSLIGLAMGDAGGYKAADMW. The MHC is DRB1_0301 with pseudo-sequence DRB1_0301. The binding affinity (normalized) is 0. (7) The peptide sequence is KEIYNYMEPYVSKNP. The MHC is DRB1_0101 with pseudo-sequence DRB1_0101. The binding affinity (normalized) is 0.751. (8) The binding affinity (normalized) is 0.218. The MHC is HLA-DQA10501-DQB10301 with pseudo-sequence HLA-DQA10501-DQB10301. The peptide sequence is MSWQTYVDEHLMCEI. (9) The peptide sequence is NTARLMAGAGPAPML. The MHC is DRB3_0202 with pseudo-sequence DRB3_0202. The binding affinity (normalized) is 0.132.